This data is from Reaction yield outcomes from USPTO patents with 853,638 reactions. The task is: Predict the reaction yield, written as a fraction of the theoretical maximum amount of product (1.0 means a 100% yield; for example, 0.34 means a 34% yield). The reactants are [C:1]([O:5][C:6]([N:8]1[CH2:13][CH2:12][CH:11]([N:14]2[C:18]3=[N:19][CH:20]=[N:21][C:22](Cl)=[C:17]3[CH:16]=[N:15]2)[CH2:10][CH2:9]1)=[O:7])([CH3:4])([CH3:3])[CH3:2].[CH2:24]([C:26]1[CH:31]=[C:30]([OH:32])[N:29]=[C:28]([CH3:33])[N:27]=1)[CH3:25].C(=O)([O-])[O-].[K+].[K+]. No catalyst specified. The product is [C:1]([O:5][C:6]([N:8]1[CH2:13][CH2:12][CH:11]([N:14]2[C:18]3=[N:19][CH:20]=[N:21][C:22]([O:32][C:30]4[CH:31]=[C:26]([CH2:24][CH3:25])[N:27]=[C:28]([CH3:33])[N:29]=4)=[C:17]3[CH:16]=[N:15]2)[CH2:10][CH2:9]1)=[O:7])([CH3:4])([CH3:3])[CH3:2]. The yield is 0.130.